This data is from Reaction yield outcomes from USPTO patents with 853,638 reactions. The task is: Predict the reaction yield, written as a fraction of the theoretical maximum amount of product (1.0 means a 100% yield; for example, 0.34 means a 34% yield). The reactants are Cl[C:2]1[CH:7]=[C:6]([O:8][CH2:9][C:10]2[CH:15]=[CH:14][C:13]([O:16][CH3:17])=[CH:12][CH:11]=2)[N:5]=[C:4]([S:18]([CH3:21])(=[O:20])=[O:19])[N:3]=1.[Br:22][C:23]1[CH:24]=[C:25]2[C:29](=[CH:30][CH:31]=1)[N:28]([C:32]([O:34][C:35]([CH3:38])([CH3:37])[CH3:36])=[O:33])[CH:27]=[C:26]2B1OC(C)(C)C(C)(C)O1.C(=O)([O-])[O-].[K+].[K+]. The catalyst is O1CCOCC1.O.O.C1C=CC([P]([Pd]([P](C2C=CC=CC=2)(C2C=CC=CC=2)C2C=CC=CC=2)([P](C2C=CC=CC=2)(C2C=CC=CC=2)C2C=CC=CC=2)[P](C2C=CC=CC=2)(C2C=CC=CC=2)C2C=CC=CC=2)(C2C=CC=CC=2)C2C=CC=CC=2)=CC=1. The product is [Br:22][C:23]1[CH:24]=[C:25]2[C:29](=[CH:30][CH:31]=1)[N:28]([C:32]([O:34][C:35]([CH3:38])([CH3:37])[CH3:36])=[O:33])[CH:27]=[C:26]2[C:2]1[CH:7]=[C:6]([O:8][CH2:9][C:10]2[CH:15]=[CH:14][C:13]([O:16][CH3:17])=[CH:12][CH:11]=2)[N:5]=[C:4]([S:18]([CH3:21])(=[O:20])=[O:19])[N:3]=1. The yield is 0.414.